This data is from TCR-epitope binding with 47,182 pairs between 192 epitopes and 23,139 TCRs. The task is: Binary Classification. Given a T-cell receptor sequence (or CDR3 region) and an epitope sequence, predict whether binding occurs between them. Result: 1 (the TCR binds to the epitope). The TCR CDR3 sequence is CSVEGDSYEQYF. The epitope is RLQSLQTYV.